This data is from NCI-60 drug combinations with 297,098 pairs across 59 cell lines. The task is: Regression. Given two drug SMILES strings and cell line genomic features, predict the synergy score measuring deviation from expected non-interaction effect. (1) Drug 1: CN1C(=O)N2C=NC(=C2N=N1)C(=O)N. Drug 2: C1=CC=C(C(=C1)C(C2=CC=C(C=C2)Cl)C(Cl)Cl)Cl. Cell line: OVCAR-8. Synergy scores: CSS=-1.83, Synergy_ZIP=0.800, Synergy_Bliss=-0.397, Synergy_Loewe=-2.72, Synergy_HSA=-2.44. (2) Synergy scores: CSS=34.6, Synergy_ZIP=-11.0, Synergy_Bliss=-12.6, Synergy_Loewe=-11.6, Synergy_HSA=-8.28. Drug 1: CC1OCC2C(O1)C(C(C(O2)OC3C4COC(=O)C4C(C5=CC6=C(C=C35)OCO6)C7=CC(=C(C(=C7)OC)O)OC)O)O. Cell line: NCI-H460. Drug 2: CC1=C2C(C(=O)C3(C(CC4C(C3C(C(C2(C)C)(CC1OC(=O)C(C(C5=CC=CC=C5)NC(=O)OC(C)(C)C)O)O)OC(=O)C6=CC=CC=C6)(CO4)OC(=O)C)O)C)O.